From a dataset of TCR-epitope binding with 47,182 pairs between 192 epitopes and 23,139 TCRs. Binary Classification. Given a T-cell receptor sequence (or CDR3 region) and an epitope sequence, predict whether binding occurs between them. (1) The epitope is QASQEVKNW. The TCR CDR3 sequence is CAWSVFSGAYEQYF. Result: 1 (the TCR binds to the epitope). (2) The epitope is DPFRLLQNSQVFS. The TCR CDR3 sequence is CASSYAGGSYEQYF. Result: 0 (the TCR does not bind to the epitope). (3) Result: 1 (the TCR binds to the epitope). The TCR CDR3 sequence is CASSPTGGMDNEQFF. The epitope is FPPTSFGPL. (4) The epitope is DPFRLLQNSQVFS. The TCR CDR3 sequence is CASSFGISNTEAFF. Result: 0 (the TCR does not bind to the epitope). (5) The epitope is FRYMNSQGL. The TCR CDR3 sequence is CASSQEWLAVSTDTQYF. Result: 0 (the TCR does not bind to the epitope). (6) The epitope is GTITSGWTF. The TCR CDR3 sequence is CASGGANYGYTF. Result: 0 (the TCR does not bind to the epitope). (7) The epitope is FTISVTTEIL. The TCR CDR3 sequence is CASSLAETGQSPETQYF. Result: 1 (the TCR binds to the epitope). (8) Result: 1 (the TCR binds to the epitope). The epitope is KRWIILGLNK. The TCR CDR3 sequence is CATSGITRELFF. (9) Result: 1 (the TCR binds to the epitope). The epitope is GILGFVFTL. The TCR CDR3 sequence is CASSGTSGTEQYF.